Dataset: Reaction yield outcomes from USPTO patents with 853,638 reactions. Task: Predict the reaction yield, written as a fraction of the theoretical maximum amount of product (1.0 means a 100% yield; for example, 0.34 means a 34% yield). (1) The reactants are [CH3:1][N:2]([CH3:6])[CH2:3][CH2:4][OH:5].[F:7][C:8]1([F:42])[O:12][C:11]2[CH:13]=[CH:14][C:15]([C:17]3([C:20]([NH:22][C:23]4[N:24]=[C:25]([C:33]5[CH:34]=[C:35]([CH:39]=[CH:40][CH:41]=5)[C:36](Cl)=[O:37])[C:26]5[C:31]([CH:32]=4)=[CH:30][CH:29]=[CH:28][CH:27]=5)=[O:21])[CH2:19][CH2:18]3)=[CH:16][C:10]=2[O:9]1. The catalyst is ClCCl. The product is [F:42][C:8]1([F:7])[O:12][C:11]2[CH:13]=[CH:14][C:15]([C:17]3([C:20]([NH:22][C:23]4[N:24]=[C:25]([C:33]5[CH:34]=[C:35]([CH:39]=[CH:40][CH:41]=5)[C:36]([O:5][CH2:4][CH2:3][N:2]([CH3:6])[CH3:1])=[O:37])[C:26]5[C:31]([CH:32]=4)=[CH:30][CH:29]=[CH:28][CH:27]=5)=[O:21])[CH2:18][CH2:19]3)=[CH:16][C:10]=2[O:9]1. The yield is 0.900. (2) The reactants are C([O:3][C:4]([C:6]1[CH:7]=[C:8]2[C:12](=[CH:13][C:14]=1[NH:15][C:16]([C:18]1[C:27](=[O:28])[C:26]3[C:21](=[CH:22][CH:23]=[CH:24][CH:25]=3)[NH:20][CH:19]=1)=[O:17])[NH:11][CH:10]=[CH:9]2)=[O:5])C.[OH-].[Na+]. The catalyst is C1COCC1. The product is [O:28]=[C:27]1[C:26]2[C:21](=[CH:22][CH:23]=[CH:24][CH:25]=2)[NH:20][CH:19]=[C:18]1[C:16]([NH:15][C:14]1[CH:13]=[C:12]2[C:8]([CH:9]=[CH:10][NH:11]2)=[CH:7][C:6]=1[C:4]([OH:5])=[O:3])=[O:17]. The yield is 0.930.